Dataset: Forward reaction prediction with 1.9M reactions from USPTO patents (1976-2016). Task: Predict the product of the given reaction. Given the reactants Cl.Cl.[NH:3]1[CH2:6][CH:5]([C:7]2[C:8]([O:28][CH3:29])=[C:9]([CH:15]([N:17]3[C:21]4=[N:22][CH:23]=[N:24][C:25]([NH2:26])=[C:20]4[C:19]([CH3:27])=[N:18]3)[CH3:16])[CH:10]=[C:11]([Cl:14])[C:12]=2[F:13])[CH2:4]1.C(N(CC)CC)C.[Si]([O:44][CH2:45][CH:46]=O)(C(C)(C)C)(C)C.C(O[BH-](OC(=O)C)OC(=O)C)(=O)C.[Na+].Cl.O, predict the reaction product. The product is: [NH2:26][C:25]1[N:24]=[CH:23][N:22]=[C:21]2[N:17]([CH:15]([C:9]3[C:8]([O:28][CH3:29])=[C:7]([CH:5]4[CH2:4][N:3]([CH2:46][CH2:45][OH:44])[CH2:6]4)[C:12]([F:13])=[C:11]([Cl:14])[CH:10]=3)[CH3:16])[N:18]=[C:19]([CH3:27])[C:20]=12.